From a dataset of Forward reaction prediction with 1.9M reactions from USPTO patents (1976-2016). Predict the product of the given reaction. (1) The product is: [F:1][C:2]1[CH:7]=[CH:6][C:5]([F:8])=[CH:4][C:3]=1[CH:9]([S:20]([C:23]1[CH:28]=[CH:27][C:26]([F:29])=[CH:25][CH:24]=1)(=[O:22])=[O:21])[C:10]1[C:11]([CH3:19])=[CH:12][C:13]([C:16]([N:31]([CH2:32][CH3:33])[CH3:30])=[O:18])=[N:14][CH:15]=1. Given the reactants [F:1][C:2]1[CH:7]=[CH:6][C:5]([F:8])=[CH:4][C:3]=1[CH:9]([S:20]([C:23]1[CH:28]=[CH:27][C:26]([F:29])=[CH:25][CH:24]=1)(=[O:22])=[O:21])[C:10]1[C:11]([CH3:19])=[CH:12][C:13]([C:16]([OH:18])=O)=[N:14][CH:15]=1.[CH3:30][NH:31][CH2:32][CH3:33].ON1C2C=CC=CC=2N=N1.Cl.C(N=C=NCCCN(C)C)C, predict the reaction product. (2) Given the reactants O[CH2:2][CH:3]([CH2:5]O)O.O[C:8]1[CH:18]=[CH:17][C:11]([C:12]([O:14][CH2:15][CH3:16])=[O:13])=[CH:10][CH:9]=1, predict the reaction product. The product is: [CH2:16]([CH:15]1[C:17]2[C:11](=[CH:10][CH:9]=[CH:8][CH:18]=2)[C:12](=[O:13])[O:14]1)[CH2:2][CH2:3][CH3:5].